Dataset: Forward reaction prediction with 1.9M reactions from USPTO patents (1976-2016). Task: Predict the product of the given reaction. Given the reactants Br[C:2]1[CH:7]=[CH:6][C:5]([N:8]2[CH:12]=[N:11][C:10]([CH3:13])=[N:9]2)=[C:4]([F:14])[CH:3]=1.C(=O)([O-])[O-].[K+].[K+].C(O)C.[CH3:24][N:25](C=O)C, predict the reaction product. The product is: [F:14][C:4]1[CH:3]=[C:2]([CH:7]=[CH:6][C:5]=1[N:8]1[CH:12]=[N:11][C:10]([CH3:13])=[N:9]1)[C:24]#[N:25].